Dataset: Reaction yield outcomes from USPTO patents with 853,638 reactions. Task: Predict the reaction yield, written as a fraction of the theoretical maximum amount of product (1.0 means a 100% yield; for example, 0.34 means a 34% yield). (1) The reactants are Br[C:2]1[CH:9]=[CH:8][C:5]([CH:6]=[O:7])=[CH:4][C:3]=1[N+:10]([O-:12])=[O:11].[C:13]([C:15]1[CH:20]=[CH:19][CH:18]=[CH:17][C:16]=1OB(O)O)#[N:14].ClCCl.C(=O)([O-])[O-].[Na+].[Na+]. The catalyst is [Br-].C([N+](CCCC)(CCCC)CCCC)CCC.C1C=CC(P(C2C=CC=CC=2)[C-]2C=CC=C2)=CC=1.C1C=CC(P(C2C=CC=CC=2)[C-]2C=CC=C2)=CC=1.Cl[Pd]Cl.[Fe+2].C1(C)C=CC=CC=1. The product is [CH:6]([C:5]1[CH:8]=[CH:9][C:2]([C:16]2[C:15]([C:13]#[N:14])=[CH:20][CH:19]=[CH:18][CH:17]=2)=[C:3]([N+:10]([O-:12])=[O:11])[CH:4]=1)=[O:7]. The yield is 0.400. (2) The reactants are [N:1]1([C:7]2[C:13]3[CH:14]=[CH:15][CH:16]=[CH:17][C:12]=3[S:11][C:10]3[CH:18]=[CH:19][CH:20]=[CH:21][C:9]=3[N:8]=2)[CH2:6][CH2:5][NH:4][CH2:3][CH2:2]1.[CH3:22][S:23]([OH:26])(=[O:25])=[O:24]. The catalyst is C(#N)C. The product is [CH3:22][S:23]([OH:26])(=[O:25])=[O:24].[N:1]1([C:7]2[C:13]3[CH:14]=[CH:15][CH:16]=[CH:17][C:12]=3[S:11][C:10]3[CH:18]=[CH:19][CH:20]=[CH:21][C:9]=3[N:8]=2)[CH2:2][CH2:3][NH:4][CH2:5][CH2:6]1. The yield is 0.710. (3) The reactants are [OH:1][CH2:2][CH2:3][NH:4][C:5]1[C:6]([C:10]2[N:14]([C:15]3[CH:20]=[CH:19][CH:18]=[C:17]([C:21]([F:24])([F:23])[F:22])[CH:16]=3)[C:13](=[O:25])[O:12][N:11]=2)=[N:7][O:8][N:9]=1.[CH3:26][S:27](Cl)(=[O:29])=[O:28].C(N(CC)CC)C. The catalyst is C(OCC)(=O)C. The product is [CH3:26][S:27]([O:1][CH2:2][CH2:3][NH:4][C:5]1[C:6]([C:10]2[N:14]([C:15]3[CH:20]=[CH:19][CH:18]=[C:17]([C:21]([F:22])([F:24])[F:23])[CH:16]=3)[C:13](=[O:25])[O:12][N:11]=2)=[N:7][O:8][N:9]=1)(=[O:29])=[O:28]. The yield is 0.990. (4) The reactants are [CH3:1][O:2][C:3]1[CH:38]=[CH:37][C:6]([CH2:7][NH:8][C:9]2[N:14]=[C:13]([O:15]C3C=CC(NC(=O)CC(NC4C=CC(F)=CC=4)=O)=CC=3F)[CH:12]=[CH:11][N:10]=2)=[CH:5][CH:4]=1.FC1C=CC(CC(N=C=O)=O)=CC=1.COC1C=CC(CNC2N=CN=C(O[C:67]3[CH:72]=[CH:71][C:70]([NH:73][C:74]([NH:76][C:77](=[O:86])[CH2:78][C:79]4[CH:84]=[CH:83][C:82]([F:85])=[CH:81][CH:80]=4)=[O:75])=[CH:69][C:68]=3[F:87])C=2)=CC=1. The catalyst is C1COCC1. The product is [CH3:1][O:2][C:3]1[CH:4]=[CH:5][C:6]([CH2:7][NH:8][C:9]2[N:14]=[C:13]([O:15][C:67]3[CH:72]=[CH:71][C:70]([NH:73][C:74]([NH:76][C:77](=[O:86])[CH2:78][C:79]4[CH:84]=[CH:83][C:82]([F:85])=[CH:81][CH:80]=4)=[O:75])=[CH:69][C:68]=3[F:87])[CH:12]=[CH:11][N:10]=2)=[CH:37][CH:38]=1. The yield is 0.620.